From a dataset of Forward reaction prediction with 1.9M reactions from USPTO patents (1976-2016). Predict the product of the given reaction. (1) Given the reactants CN(C(ON1N=NC2C=CC=NC1=2)=[N+](C)C)C.F[P-](F)(F)(F)(F)F.Cl[CH2:26][CH2:27][C:28]([OH:30])=O.CCN(C(C)C)C(C)C.[Cl:40][C:41]1[C:42]([NH:62][C:63]2[CH:67]=[C:66]([CH3:68])[NH:65][N:64]=2)=[N:43][C:44]([NH:47][C:48]2[CH:53]=[C:52]([CH3:54])[C:51]([CH:55]3[CH2:60][CH2:59][NH:58][CH2:57][CH2:56]3)=[CH:50][C:49]=2[CH3:61])=[N:45][CH:46]=1, predict the reaction product. The product is: [Cl:40][C:41]1[C:42]([NH:62][C:63]2[CH:67]=[C:66]([CH3:68])[NH:65][N:64]=2)=[N:43][C:44]([NH:47][C:48]2[C:49]([CH3:61])=[CH:50][C:51]([CH:55]3[CH2:60][CH2:59][N:58]([C:28](=[O:30])[CH:27]=[CH2:26])[CH2:57][CH2:56]3)=[C:52]([CH3:54])[CH:53]=2)=[N:45][CH:46]=1. (2) Given the reactants [C:1]([C:3]([C:6]1[CH:27]=[CH:26][C:9]([C:10]([NH:12][C:13]2[N:14]=[C:15]3[CH:20]=[CH:19][C:18]([C:21]([F:24])([F:23])[F:22])=[CH:17][N:16]3[CH:25]=2)=[O:11])=[CH:8][CH:7]=1)([CH3:5])[CH3:4])#[N:2], predict the reaction product. The product is: [NH2:2][CH2:1][C:3]([C:6]1[CH:7]=[CH:8][C:9]([C:10]([NH:12][C:13]2[N:14]=[C:15]3[CH:20]=[CH:19][C:18]([C:21]([F:24])([F:23])[F:22])=[CH:17][N:16]3[CH:25]=2)=[O:11])=[CH:26][CH:27]=1)([CH3:4])[CH3:5]. (3) Given the reactants [Br:1][C:2]1[C:7]2[O:8][CH2:9][O:10][C:6]=2[CH:5]=[C:4]([CH:11]=[O:12])[CH:3]=1.[CH:13]([Mg]Cl)([CH3:15])[CH3:14].[Cl-].[NH4+], predict the reaction product. The product is: [Br:1][C:2]1[C:7]2[O:8][CH2:9][O:10][C:6]=2[CH:5]=[C:4]([CH:11]([OH:12])[CH:13]([CH3:15])[CH3:14])[CH:3]=1. (4) Given the reactants CON(C)[C:4](=[O:17])[CH2:5][CH2:6][C:7]1[CH:12]=[CH:11][C:10]([C:13]([F:16])([F:15])[F:14])=[CH:9][CH:8]=1.[C:19]1([CH3:27])[CH:24]=[CH:23][CH:22]=[C:21]([Mg]Br)[CH:20]=1.Cl.O, predict the reaction product. The product is: [C:19]1([CH3:27])[CH:24]=[CH:23][CH:22]=[C:21]([C:4](=[O:17])[CH2:5][CH2:6][C:7]2[CH:12]=[CH:11][C:10]([C:13]([F:16])([F:15])[F:14])=[CH:9][CH:8]=2)[CH:20]=1. (5) Given the reactants C(=O)([O-])[O-].[Cs+].[Cs+].[Br:7][C:8]1[CH:9]=[C:10]2[C:15](=[CH:16][CH:17]=1)[N:14]=[C:13]([OH:18])[N:12]=[CH:11]2.C(O)(C)(C)C.C1(C)C=CC=CC=1.CC(=O)CC.[C:36]([CH:40]1[CH2:45][CH2:44][CH:43](OS(C)(=O)=O)[CH2:42][CH2:41]1)([CH3:39])([CH3:38])[CH3:37], predict the reaction product. The product is: [Br:7][C:8]1[CH:9]=[C:10]2[C:15](=[CH:16][CH:17]=1)[N:14]=[C:13]([O:18][CH:43]1[CH2:44][CH2:45][CH:40]([C:36]([CH3:39])([CH3:38])[CH3:37])[CH2:41][CH2:42]1)[N:12]=[CH:11]2. (6) The product is: [CH3:1][O:2][C:3](=[O:10])[C:4]([CH3:9])([CH3:8])[C@@H:5]([OH:7])[CH3:6]. Given the reactants [CH3:1][O:2][C:3](=[O:10])[C:4]([CH3:9])([CH3:8])[C:5](=[O:7])[CH3:6], predict the reaction product.